The task is: Predict the product of the given reaction.. This data is from Forward reaction prediction with 1.9M reactions from USPTO patents (1976-2016). (1) Given the reactants N1[CH2:5][CH2:4][CH2:3][CH2:2]1.[Br:6][C:7]1[CH:8]=[C:9]([CH2:17][C:18]([CH3:20])=O)[CH:10]=[CH:11][C:12]=1[O:13][CH2:14][O:15][CH3:16], predict the reaction product. The product is: [Br:6][C:7]1[CH:8]=[C:9]([CH:10]=[CH:11][C:12]=1[O:13][CH2:14][O:15][CH3:16])[CH2:17][C:18]1[CH:20]=[C:5]2[C:3](=[CH:4][CH:5]=[CH:2][CH:3]=[CH:4]2)[CH:2]=1. (2) Given the reactants C([O:4][CH2:5][CH:6]1[C:10]2=[C:11]3[C:16](=[C:17]([O:19][CH2:20][C:21]4[CH:26]=[CH:25][CH:24]=[CH:23][CH:22]=4)[CH:18]=[C:9]2[N:8]([C:27]([O:29][C:30]([CH3:33])([CH3:32])[CH3:31])=[O:28])[CH2:7]1)[N:15]=[CH:14][CH:13]=[CH:12]3)(=O)C.C([O-])([O-])=O.[Cs+].[Cs+].CCO.O, predict the reaction product. The product is: [CH2:20]([O:19][C:17]1[CH:18]=[C:9]2[N:8]([C:27]([O:29][C:30]([CH3:31])([CH3:32])[CH3:33])=[O:28])[CH2:7][CH:6]([CH2:5][OH:4])[C:10]2=[C:11]2[C:16]=1[N:15]=[CH:14][CH:13]=[CH:12]2)[C:21]1[CH:26]=[CH:25][CH:24]=[CH:23][CH:22]=1. (3) Given the reactants [Br:1][C:2]1[CH:7]=[CH:6][C:5](F)=[C:4]([N+:9]([O-:11])=[O:10])[CH:3]=1.[CH2:12]([NH:16][CH:17]1[CH2:22][CH2:21][CH2:20][CH2:19][CH2:18]1)[CH:13]([CH3:15])[CH3:14], predict the reaction product. The product is: [Br:1][C:2]1[CH:7]=[CH:6][C:5]([N:16]([CH:17]2[CH2:22][CH2:21][CH2:20][CH2:19][CH2:18]2)[CH2:12][CH:13]([CH3:15])[CH3:14])=[C:4]([N+:9]([O-:11])=[O:10])[CH:3]=1. (4) Given the reactants [OH-].[Na+:2].[NH2:3][C:4]1[CH:24]=[C:23]([Cl:25])[C:7]2[O:8][C:9]3[C:18]([CH3:19])=[CH:17][C:16]([C:20]([OH:22])=[O:21])=[CH:15][C:10]=3[S:11](=[O:14])(=[O:13])[CH2:12][C:6]=2[CH:5]=1, predict the reaction product. The product is: [Na+:2].[NH2:3][C:4]1[CH:24]=[C:23]([Cl:25])[C:7]2[O:8][C:9]3[C:18]([CH3:19])=[CH:17][C:16]([C:20]([O-:22])=[O:21])=[CH:15][C:10]=3[S:11](=[O:13])(=[O:14])[CH2:12][C:6]=2[CH:5]=1.